Dataset: Forward reaction prediction with 1.9M reactions from USPTO patents (1976-2016). Task: Predict the product of the given reaction. (1) Given the reactants [CH2:1]([O:3][C:4]([N:6]1[CH2:12][CH:11]([N:13]2[C:21](=[O:22])[C:20]3[C:15](=[CH:16][CH:17]=[CH:18][CH:19]=3)[C:14]2=[O:23])[C:10](OC)=[N:9][CH2:8][CH2:7]1)=[O:5])[CH3:2].[Cl-:26].[NH4+:27], predict the reaction product. The product is: [ClH:26].[CH2:1]([O:3][C:4]([N:6]1[CH2:12][CH:11]([N:13]2[C:21](=[O:22])[C:20]3[C:15](=[CH:16][CH:17]=[CH:18][CH:19]=3)[C:14]2=[O:23])[C:10]([NH2:27])=[N:9][CH2:8][CH2:7]1)=[O:5])[CH3:2]. (2) Given the reactants [Br:1][C:2]1[CH:10]=[CH:9][C:8]([S:11](=[O:24])(=[O:23])[NH:12][C:13]2[CH:18]=[CH:17][C:16]([CH2:19][CH2:20][CH2:21][CH3:22])=[CH:15][CH:14]=2)=[CH:7][C:3]=1[C:4](O)=[O:5].[CH3:25][O:26][C:27]1[CH:32]=[CH:31][CH:30]=[CH:29][C:28]=1[N:33]1[CH2:38][CH2:37][NH:36][CH2:35][CH2:34]1, predict the reaction product. The product is: [Br:1][C:2]1[CH:10]=[CH:9][C:8]([S:11]([NH:12][C:13]2[CH:18]=[CH:17][C:16]([CH2:19][CH2:20][CH2:21][CH3:22])=[CH:15][CH:14]=2)(=[O:23])=[O:24])=[CH:7][C:3]=1[C:4]([N:36]1[CH2:35][CH2:34][N:33]([C:28]2[CH:29]=[CH:30][CH:31]=[CH:32][C:27]=2[O:26][CH3:25])[CH2:38][CH2:37]1)=[O:5]. (3) Given the reactants [Cl:1][C:2]1[CH:7]=[C:6]([F:8])[C:5]([N:9]2[C:14](=[O:15])[CH:13]=[C:12]([C:16]([F:19])([F:18])[F:17])[CH:11]=[N:10]2)=[C:4]([N+:20]([O-])=O)[C:3]=1[OH:23], predict the reaction product. The product is: [NH2:20][C:4]1[C:3]([OH:23])=[C:2]([Cl:1])[CH:7]=[C:6]([F:8])[C:5]=1[N:9]1[C:14](=[O:15])[CH:13]=[C:12]([C:16]([F:19])([F:18])[F:17])[CH:11]=[N:10]1. (4) Given the reactants [Cl:1][C:2]1[N:7]=[N:6][C:5]([CH:8]([F:14])[C:9]([O:11][CH2:12][CH3:13])=[O:10])=[CH:4][CH:3]=1.C[Si](C)(C)[N-][Si](C)(C)C.[Li+].[B-](F)(F)(F)[F:26].[B-](F)(F)(F)F.C1[N+]2(CCl)CC[N+](F)(CC2)C1.[NH4+].[Cl-], predict the reaction product. The product is: [Cl:1][C:2]1[N:7]=[N:6][C:5]([C:8]([F:26])([F:14])[C:9]([O:11][CH2:12][CH3:13])=[O:10])=[CH:4][CH:3]=1. (5) Given the reactants [CH3:1][O:2][C:3]1[CH:4]=[C:5]([C:11]2[CH:12]=[CH:13][C:14]3[N:15]=[CH:16][NH:17][C:18](=O)[C:19]=3[N:20]=2)[CH:6]=[CH:7][C:8]=1[O:9][CH3:10].P(Cl)(Cl)([Cl:24])=O.N1C(C)=CC=CC=1C, predict the reaction product. The product is: [Cl:24][C:18]1[C:19]2[N:20]=[C:11]([C:5]3[CH:6]=[CH:7][C:8]([O:9][CH3:10])=[C:3]([O:2][CH3:1])[CH:4]=3)[CH:12]=[CH:13][C:14]=2[N:15]=[CH:16][N:17]=1. (6) Given the reactants [NH:1]1[C:9]2[C:4](=[CH:5][CH:6]=[CH:7][CH:8]=2)[C:3]([C:10]([OH:12])=O)=[CH:2]1.[NH2:13][C:14]1[CH:19]=[CH:18][C:17]([N:20]2[C:26](=[O:27])[CH2:25][C:24](=[O:28])[NH:23][C:22]3[C:29]4[C:34]([CH:35]=[CH:36][C:21]2=3)=[CH:33][CH:32]=[CH:31][CH:30]=4)=[CH:16][CH:15]=1.N1C2C(=CC=CC=2)C(C(Cl)=O)=C1, predict the reaction product. The product is: [NH:1]1[C:9]2[C:4](=[CH:5][CH:6]=[CH:7][CH:8]=2)[C:3]([C:10]([NH:13][C:14]2[CH:19]=[CH:18][C:17]([N:20]3[C:26](=[O:27])[CH2:25][C:24](=[O:28])[NH:23][C:22]4[C:29]5[C:34]([CH:35]=[CH:36][C:21]3=4)=[CH:33][CH:32]=[CH:31][CH:30]=5)=[CH:16][CH:15]=2)=[O:12])=[CH:2]1. (7) Given the reactants [NH:1]1[C:5](=[O:6])[CH2:4][CH2:3][C@H:2]1[C:7]([OH:9])=[O:8].Cl(O)(=O)(=O)=O.C([O-])(O)=O.[Na+].C(O[C:24]([CH3:27])([CH3:26])[CH3:25])(=O)C, predict the reaction product. The product is: [O:6]=[C:5]1[NH:1][C@H:2]([C:7]([O:9][C:24]([CH3:27])([CH3:26])[CH3:25])=[O:8])[CH2:3][CH2:4]1. (8) Given the reactants B.[CH2:2]([C:4]1[C:9](=[O:10])[N:8]2[N:11]=[CH:12][C:13]([C:14]3[CH:15]=[N:16][N:17]([C:19]4[CH:20]=[C:21]([CH:25]=[CH:26][N:27]=4)[C:22](O)=[O:23])[CH:18]=3)=[C:7]2[NH:6][C:5]=1[CH3:28])[CH3:3], predict the reaction product. The product is: [CH2:2]([C:4]1[C:9](=[O:10])[N:8]2[N:11]=[CH:12][C:13]([C:14]3[CH:15]=[N:16][N:17]([C:19]4[CH:20]=[C:21]([CH2:22][OH:23])[CH:25]=[CH:26][N:27]=4)[CH:18]=3)=[C:7]2[NH:6][C:5]=1[CH3:28])[CH3:3].